Dataset: Reaction yield outcomes from USPTO patents with 853,638 reactions. Task: Predict the reaction yield, written as a fraction of the theoretical maximum amount of product (1.0 means a 100% yield; for example, 0.34 means a 34% yield). (1) The reactants are [C:1]([C:3]1[CH:7]=[N:6][NH:5][C:4]=1[NH2:8])#[N:2].CN(C)[CH:11]=[CH:12][C:13]([C:15]1[CH:16]=[C:17]([N:21]([CH2:31][CH3:32])[S:22]([C:25]2[CH:30]=[CH:29][CH:28]=[CH:27][CH:26]=2)(=[O:24])=[O:23])[CH:18]=[CH:19][CH:20]=1)=O.C(OCC)(=O)C. The catalyst is C(O)(=O)C. The product is [C:1]([C:3]1[CH:7]=[N:6][N:5]2[C:13]([C:15]3[CH:16]=[C:17]([N:21]([CH2:31][CH3:32])[S:22]([C:25]4[CH:30]=[CH:29][CH:28]=[CH:27][CH:26]=4)(=[O:24])=[O:23])[CH:18]=[CH:19][CH:20]=3)=[CH:12][CH:11]=[N:8][C:4]=12)#[N:2]. The yield is 0.470. (2) The reactants are [C:1]([O:5][C:6]([N:8]1[CH2:15][CH2:14][CH2:13][C@H:9]1[C:10]([OH:12])=[O:11])=[O:7])([CH3:4])([CH3:3])[CH3:2].[CH3:16]CCCCC.[Si](C=[N+]=[N-])(C)(C)C. The catalyst is CO.C1C=CC=CC=1. The product is [CH3:16][O:11][C:10](=[O:12])[C@@H:9]1[CH2:13][CH2:14][CH2:15][N:8]1[C:6]([O:5][C:1]([CH3:4])([CH3:2])[CH3:3])=[O:7]. The yield is 1.00. (3) The reactants are [NH2:1][C:2]1[CH:3]=[C:4]2[C:8](=[CH:9][C:10]=1[N+:11]([O-])=O)[N:7]([CH:14]([CH3:16])[CH3:15])[C:6](=[O:17])[C:5]2([CH2:20][CH3:21])[CH2:18][CH3:19]. The catalyst is CO.O1CCCC1.[Pd]. The product is [NH2:1][C:2]1[CH:3]=[C:4]2[C:8](=[CH:9][C:10]=1[NH2:11])[N:7]([CH:14]([CH3:15])[CH3:16])[C:6](=[O:17])[C:5]2([CH2:20][CH3:21])[CH2:18][CH3:19]. The yield is 0.990. (4) The reactants are [Cl:1][C:2]1[CH:7]=[CH:6][C:5]([CH2:8][C:9]#[N:10])=[CH:4][CH:3]=1.C[Si](C)(C)N[Si](C)(C)C.[K].C1(C)C=CC=CC=1.Br[CH2:29][CH2:30][O:31][CH2:32][CH2:33]Br.[Cl-].[NH4+]. The catalyst is O1CCCC1. The product is [Cl:1][C:2]1[CH:7]=[CH:6][C:5]([C:8]2([C:9]#[N:10])[CH2:33][CH2:32][O:31][CH2:30][CH2:29]2)=[CH:4][CH:3]=1. The yield is 0.590. (5) The reactants are [Cl:1][C:2]1[N:7]=[C:6]2[N:8]([CH2:11][O:12][CH2:13][CH2:14][Si:15]([CH3:18])([CH3:17])[CH3:16])[CH:9]=[CH:10][C:5]2=[C:4]([N+]([O-])=O)[CH:3]=1.C([O-])([O-])=O.[K+].[K+].[OH:28][C:29]1[CH:38]=[CH:37][CH:36]=[C:35]2[C:30]=1[CH:31]=[CH:32][CH:33]=[C:34]2[C:39]([OH:41])=[O:40].Cl. The catalyst is CS(C)=O. The product is [Cl:1][C:2]1[N:7]=[C:6]2[N:8]([CH2:11][O:12][CH2:13][CH2:14][Si:15]([CH3:18])([CH3:17])[CH3:16])[CH:9]=[CH:10][C:5]2=[C:4]([O:28][C:29]2[CH:38]=[CH:37][CH:36]=[C:35]3[C:30]=2[CH:31]=[CH:32][CH:33]=[C:34]3[C:39]([OH:41])=[O:40])[CH:3]=1. The yield is 0.660. (6) The reactants are [O:1]=[C:2]1[C:10]2[C:5](=[CH:6][CH:7]=[CH:8][CH:9]=2)[C:4](=[O:11])[N:3]1[CH2:12][C:13]#[N:14].C(OCC)(=O)C.Cl.O1CCCC1.P([S-])(OCC)(OCC)=[S:28]. The catalyst is O. The product is [O:1]=[C:2]1[C:10]2[C:5](=[CH:6][CH:7]=[CH:8][CH:9]=2)[C:4](=[O:11])[N:3]1[CH2:12][C:13](=[S:28])[NH2:14]. The yield is 0.510. (7) The reactants are Cl[C:2]1[N:11]=[C:10]([C:12]2[O:13][CH:14]=[CH:15][CH:16]=2)[C:9]([C:17]2[CH:22]=[CH:21][N:20]=[CH:19][N:18]=2)=[CH:8][C:3]=1[C:4]([O:6]C)=O.[CH3:23][O:24][C:25]1[CH:33]=[CH:32][C:28]([CH2:29][NH:30][NH2:31])=[CH:27][CH:26]=1. The catalyst is C(O)C. The product is [O:13]1[CH:14]=[CH:15][CH:16]=[C:12]1[C:10]1[N:11]=[C:2]2[N:30]([CH2:29][C:28]3[CH:32]=[CH:33][C:25]([O:24][CH3:23])=[CH:26][CH:27]=3)[NH:31][C:4](=[O:6])[C:3]2=[CH:8][C:9]=1[C:17]1[CH:22]=[CH:21][N:20]=[CH:19][N:18]=1. The yield is 0.630. (8) The reactants are Cl.CN(C)C[C:5]([OH:7])=[O:6].C(=O)([O-])[O-].[Cs+].[Cs+].[Cl:15][C:16]1[CH:21]=[CH:20][C:19](I)=[CH:18][CH:17]=1.CO[C:25]1[CH:30]=[CH:29][C:28](O)=[CH:27][CH:26]=1. The catalyst is O1CCOCC1. The product is [Cl:15][C:16]1[CH:21]=[CH:20][C:19]([O:6][CH2:5][O:7][C:25]2[CH:30]=[CH:29][CH:28]=[CH:27][CH:26]=2)=[CH:18][CH:17]=1. The yield is 1.00. (9) The reactants are [NH:1]1[CH2:6][CH2:5][CH2:4][CH2:3][CH2:2]1.[C:7]([C:11]1[CH:12]=[C:13]([C:21]2[N:25]([C:26]3[CH:34]=[CH:33][C:29]([C:30](O)=[O:31])=[CH:28][CH:27]=3)[N:24]=[C:23]([C:35]3[CH:40]=[CH:39][C:38]([C:41]([O:43][CH3:44])=[O:42])=[CH:37][CH:36]=3)[CH:22]=2)[CH:14]=[C:15]([C:17]([CH3:20])([CH3:19])[CH3:18])[CH:16]=1)([CH3:10])([CH3:9])[CH3:8].C(N(C(C)C)CC)(C)C.F[P-](F)(F)(F)(F)F.N1(O[P+](N(C)C)(N(C)C)N(C)C)C2C=CC=CC=2N=N1. The catalyst is CN(C=O)C. The product is [C:7]([C:11]1[CH:12]=[C:13]([C:21]2[N:25]([C:26]3[CH:34]=[CH:33][C:29]([C:30]([N:1]4[CH2:6][CH2:5][CH2:4][CH2:3][CH2:2]4)=[O:31])=[CH:28][CH:27]=3)[N:24]=[C:23]([C:35]3[CH:40]=[CH:39][C:38]([C:41]([O:43][CH3:44])=[O:42])=[CH:37][CH:36]=3)[CH:22]=2)[CH:14]=[C:15]([C:17]([CH3:20])([CH3:19])[CH3:18])[CH:16]=1)([CH3:8])([CH3:9])[CH3:10]. The yield is 0.800.